Predict the product of the given reaction. From a dataset of Forward reaction prediction with 1.9M reactions from USPTO patents (1976-2016). (1) Given the reactants [NH2:1][CH:2]([C:10]1[C:15]([O:16][CH3:17])=[CH:14][CH:13]=[CH:12][C:11]=1[O:18][CH3:19])[CH2:3][CH2:4][CH2:5][C:6]([O:8]C)=O.[N:20]1[C:25]([CH:26]=O)=[CH:24][CH:23]=[CH:22][C:21]=1[C:28]1[CH:33]=[CH:32][CH:31]=[CH:30][N:29]=1, predict the reaction product. The product is: [N:20]1[C:25]([CH2:26][N:1]2[CH:2]([C:10]3[C:15]([O:16][CH3:17])=[CH:14][CH:13]=[CH:12][C:11]=3[O:18][CH3:19])[CH2:3][CH2:4][CH2:5][C:6]2=[O:8])=[CH:24][CH:23]=[CH:22][C:21]=1[C:28]1[CH:33]=[CH:32][CH:31]=[CH:30][N:29]=1. (2) Given the reactants CCN=C=NCCCN(C)C.Cl.C1C=CC2N(O)N=NC=2C=1.Cl.[CH2:24]([O:31][C:32]1[CH:33]=[C:34]2[C:38](=[CH:39][CH:40]=1)[NH:37][CH2:36][CH2:35]2)[C:25]1[CH:30]=[CH:29][CH:28]=[CH:27][CH:26]=1.[C:41]([O:45][C:46]([N:48]([CH2:58][C:59](O)=[O:60])[CH2:49][CH2:50][C:51]([O:53][C:54]([CH3:57])([CH3:56])[CH3:55])=[O:52])=[O:47])([CH3:44])([CH3:43])[CH3:42], predict the reaction product. The product is: [C:54]([O:53][C:51](=[O:52])[CH2:50][CH2:49][N:48]([CH2:58][C:59]([N:37]1[C:38]2[C:34](=[CH:33][C:32]([O:31][CH2:24][C:25]3[CH:26]=[CH:27][CH:28]=[CH:29][CH:30]=3)=[CH:40][CH:39]=2)[CH2:35][CH2:36]1)=[O:60])[C:46]([O:45][C:41]([CH3:43])([CH3:42])[CH3:44])=[O:47])([CH3:55])([CH3:57])[CH3:56]. (3) Given the reactants [Cl:1][C:2]1[CH:7]=[CH:6][C:5]([NH:8][C:9](=[O:16])[C:10]2[CH:15]=[CH:14][CH:13]=[CH:12][CH:11]=2)=[C:4]([OH:17])[CH:3]=1.Br[CH2:19][CH2:20][CH2:21]Br.[OH-].[Na+], predict the reaction product. The product is: [Cl:1][C:2]1[CH:7]=[CH:6][C:5]2[N:8]([C:9]([C:10]3[CH:15]=[CH:14][CH:13]=[CH:12][CH:11]=3)=[O:16])[CH2:19][CH2:20][CH2:21][O:17][C:4]=2[CH:3]=1. (4) Given the reactants C(=O)([O-])[O-].[K+].[K+].[CH3:7][C:8]([CH3:65])([CH2:63][CH3:64])[CH2:9][C:10]1[N:11]=[C:12]([CH2:34][CH:35]([N:49]([CH3:62])S(C2C=CC([N+]([O-])=O)=CC=2)(=O)=O)[C:36]2[CH:41]=[CH:40][C:39]([C:42]3[CH:47]=[CH:46][C:45]([F:48])=[CH:44][N:43]=3)=[CH:38][CH:37]=2)[N:13]([C:15]([C:28]2[CH:33]=[CH:32][CH:31]=[CH:30][CH:29]=2)([C:22]2[CH:27]=[CH:26][CH:25]=[CH:24][CH:23]=2)[C:16]2[CH:21]=[CH:20][CH:19]=[CH:18][CH:17]=2)[CH:14]=1.C1(S)C=CC=CC=1, predict the reaction product. The product is: [CH3:7][C:8]([CH3:65])([CH2:63][CH3:64])[CH2:9][C:10]1[N:11]=[C:12]([CH2:34][CH:35]([C:36]2[CH:37]=[CH:38][C:39]([C:42]3[CH:47]=[CH:46][C:45]([F:48])=[CH:44][N:43]=3)=[CH:40][CH:41]=2)[NH:49][CH3:62])[N:13]([C:15]([C:28]2[CH:33]=[CH:32][CH:31]=[CH:30][CH:29]=2)([C:22]2[CH:27]=[CH:26][CH:25]=[CH:24][CH:23]=2)[C:16]2[CH:17]=[CH:18][CH:19]=[CH:20][CH:21]=2)[CH:14]=1.